From a dataset of NCI-60 drug combinations with 297,098 pairs across 59 cell lines. Regression. Given two drug SMILES strings and cell line genomic features, predict the synergy score measuring deviation from expected non-interaction effect. (1) Drug 1: C1=C(C(=O)NC(=O)N1)N(CCCl)CCCl. Drug 2: CN1C2=C(C=C(C=C2)N(CCCl)CCCl)N=C1CCCC(=O)O.Cl. Cell line: KM12. Synergy scores: CSS=11.3, Synergy_ZIP=-2.69, Synergy_Bliss=-2.47, Synergy_Loewe=3.23, Synergy_HSA=3.33. (2) Drug 1: CC=C1C(=O)NC(C(=O)OC2CC(=O)NC(C(=O)NC(CSSCCC=C2)C(=O)N1)C(C)C)C(C)C. Drug 2: C1=CN(C=N1)CC(O)(P(=O)(O)O)P(=O)(O)O. Cell line: OVCAR-4. Synergy scores: CSS=24.6, Synergy_ZIP=-4.34, Synergy_Bliss=0.864, Synergy_Loewe=-65.4, Synergy_HSA=1.45. (3) Drug 1: C1CCC(CC1)NC(=O)N(CCCl)N=O. Drug 2: C1CC(C1)(C(=O)O)C(=O)O.[NH2-].[NH2-].[Pt+2]. Cell line: DU-145. Synergy scores: CSS=40.7, Synergy_ZIP=0.0459, Synergy_Bliss=0.658, Synergy_Loewe=0.814, Synergy_HSA=0.532. (4) Drug 1: C1CCN(CC1)CCOC2=CC=C(C=C2)C(=O)C3=C(SC4=C3C=CC(=C4)O)C5=CC=C(C=C5)O. Drug 2: CC12CCC3C(C1CCC2O)C(CC4=C3C=CC(=C4)O)CCCCCCCCCS(=O)CCCC(C(F)(F)F)(F)F. Cell line: SR. Synergy scores: CSS=1.06, Synergy_ZIP=3.27, Synergy_Bliss=-6.12, Synergy_Loewe=-13.4, Synergy_HSA=-9.59. (5) Drug 1: CC1=C2C(C(=O)C3(C(CC4C(C3C(C(C2(C)C)(CC1OC(=O)C(C(C5=CC=CC=C5)NC(=O)C6=CC=CC=C6)O)O)OC(=O)C7=CC=CC=C7)(CO4)OC(=O)C)O)C)OC(=O)C. Drug 2: COCCOC1=C(C=C2C(=C1)C(=NC=N2)NC3=CC=CC(=C3)C#C)OCCOC.Cl. Cell line: SF-539. Synergy scores: CSS=65.5, Synergy_ZIP=-1.13, Synergy_Bliss=-3.62, Synergy_Loewe=-35.4, Synergy_HSA=-1.30. (6) Drug 1: CC1=CC=C(C=C1)C2=CC(=NN2C3=CC=C(C=C3)S(=O)(=O)N)C(F)(F)F. Drug 2: CN1C(=O)N2C=NC(=C2N=N1)C(=O)N. Cell line: MOLT-4. Synergy scores: CSS=14.1, Synergy_ZIP=4.53, Synergy_Bliss=11.6, Synergy_Loewe=4.60, Synergy_HSA=8.01.